The task is: Regression. Given two drug SMILES strings and cell line genomic features, predict the synergy score measuring deviation from expected non-interaction effect.. This data is from NCI-60 drug combinations with 297,098 pairs across 59 cell lines. (1) Drug 1: C1=NNC2=C1C(=O)NC=N2. Drug 2: CC(C)NC(=O)C1=CC=C(C=C1)CNNC.Cl. Cell line: CCRF-CEM. Synergy scores: CSS=0.371, Synergy_ZIP=0.915, Synergy_Bliss=2.50, Synergy_Loewe=-0.00409, Synergy_HSA=0.288. (2) Drug 1: CC1=C2C(C(=O)C3(C(CC4C(C3C(C(C2(C)C)(CC1OC(=O)C(C(C5=CC=CC=C5)NC(=O)OC(C)(C)C)O)O)OC(=O)C6=CC=CC=C6)(CO4)OC(=O)C)OC)C)OC. Drug 2: C1=CN(C=N1)CC(O)(P(=O)(O)O)P(=O)(O)O. Cell line: NCI-H460. Synergy scores: CSS=49.2, Synergy_ZIP=9.60, Synergy_Bliss=8.13, Synergy_Loewe=-35.4, Synergy_HSA=7.32.